Dataset: HIV replication inhibition screening data with 41,000+ compounds from the AIDS Antiviral Screen. Task: Binary Classification. Given a drug SMILES string, predict its activity (active/inactive) in a high-throughput screening assay against a specified biological target. (1) The molecule is C=CCc1c(C(O)CNC(C)C)ccc(OC)c1OCc1ccccc1.CC(=O)O. The result is 0 (inactive). (2) The drug is CC(C)(SSC(C)(C)C1NC(=O)NC1=O)C1NC(=O)NC1=O. The result is 0 (inactive).